This data is from Full USPTO retrosynthesis dataset with 1.9M reactions from patents (1976-2016). The task is: Predict the reactants needed to synthesize the given product. (1) Given the product [F:28][C:29]1([F:35])[CH2:34][CH2:33][N:32]([CH2:2][CH2:3][NH:4][C:5]([C:7]2[CH:27]=[CH:26][C:10]3[N:11]([CH3:25])[C:12]([NH:14][C:15]4[S:16][C:17]5[CH:23]=[C:22]([Cl:24])[CH:21]=[CH:20][C:18]=5[N:19]=4)=[N:13][C:9]=3[CH:8]=2)=[O:6])[CH2:31][CH2:30]1, predict the reactants needed to synthesize it. The reactants are: O=[CH:2][CH2:3][NH:4][C:5]([C:7]1[CH:27]=[CH:26][C:10]2[N:11]([CH3:25])[C:12]([NH:14][C:15]3[S:16][C:17]4[CH:23]=[C:22]([Cl:24])[CH:21]=[CH:20][C:18]=4[N:19]=3)=[N:13][C:9]=2[CH:8]=1)=[O:6].[F:28][C:29]1([F:35])[CH2:34][CH2:33][NH:32][CH2:31][CH2:30]1.[BH-](OC(C)=O)(OC(C)=O)OC(C)=O.[Na+]. (2) Given the product [N:1]1([C:10]2[N:18]=[C:17]([N:20]3[CH2:24][CH2:23][CH2:22][C@@H:21]3[CH2:25][OH:26])[N:16]=[C:15]3[C:11]=2[N:12]=[CH:13][NH:14]3)[C:5]2[CH:6]=[CH:7][CH:8]=[CH:9][C:4]=2[N:3]=[CH:2]1, predict the reactants needed to synthesize it. The reactants are: [N:1]1([C:10]2[N:18]=[C:17](Cl)[N:16]=[C:15]3[C:11]=2[N:12]=[CH:13][NH:14]3)[C:5]2[CH:6]=[CH:7][CH:8]=[CH:9][C:4]=2[N:3]=[CH:2]1.[NH:20]1[CH2:24][CH2:23][CH2:22][C@@H:21]1[CH2:25][OH:26]. (3) Given the product [CH3:1][C:2]1[CH:7]=[CH:6][C:5]([C:8]2[O:9][C:10]([CH3:13])=[N:11][N:12]=2)=[CH:4][C:3]=1[C:14]1[CH:15]=[CH:16][C:17]([C:20]([NH:28][CH2:27][C:26]2[CH:29]=[CH:30][CH:31]=[CH:32][C:25]=2[C:24]([F:23])([F:33])[F:34])=[O:22])=[CH:18][CH:19]=1, predict the reactants needed to synthesize it. The reactants are: [CH3:1][C:2]1[CH:7]=[CH:6][C:5]([C:8]2[O:9][C:10]([CH3:13])=[N:11][N:12]=2)=[CH:4][C:3]=1[C:14]1[CH:19]=[CH:18][C:17]([C:20]([OH:22])=O)=[CH:16][CH:15]=1.[F:23][C:24]([F:34])([F:33])[C:25]1[CH:32]=[CH:31][CH:30]=[CH:29][C:26]=1[CH2:27][NH2:28]. (4) Given the product [Br:19][C@@H:2]1[C@@H:27]([OH:29])[CH2:28][CH2:5][CH2:6][CH2:7][C@H:1]1[N:8]1[C:16](=[O:17])[C:15]2[C:10](=[CH:11][CH:12]=[CH:13][CH:14]=2)[C:9]1=[O:18], predict the reactants needed to synthesize it. The reactants are: [C@@H:1]1([N:8]2[C:16](=[O:17])[C:15]3[C:10](=[CH:11][CH:12]=[CH:13][CH:14]=3)[C:9]2=[O:18])[CH2:7][CH2:6][CH2:5]CC=[CH:2]1.[Br:19]N1C(=O)CCC1=O.[CH2:27]([OH:29])[CH3:28]. (5) Given the product [N+:50]([C:53]1[CH:54]=[N:55][N:56]([CH:11]2[CH2:12][CH2:13][N:8]([C:1]([O:3][C:4]([CH3:7])([CH3:6])[CH3:5])=[O:2])[CH2:9][CH2:10]2)[CH:57]=1)([O-:52])=[O:51], predict the reactants needed to synthesize it. The reactants are: [C:1]([N:8]1[CH2:13][CH2:12][CH:11](O)[CH2:10][CH2:9]1)([O:3][C:4]([CH3:7])([CH3:6])[CH3:5])=[O:2].C1(P(C2C=CC=CC=2)C2C=CC=CC=2)C=CC=CC=1.N(C(OC(C)(C)C)=O)=NC(OC(C)(C)C)=O.[N+:50]([C:53]1[CH:54]=[N:55][NH:56][CH:57]=1)([O-:52])=[O:51]. (6) Given the product [N:97]([CH2:46][C@@H:45]1[CH2:44][C:43]2[C:38](=[CH:39][CH:40]=[CH:41][CH:42]=2)[CH2:37][N:36]1[C:34]([C:10]1[CH:9]=[C:8]([C:6]([O:5][C:1]([CH3:3])([CH3:2])[CH3:4])=[O:7])[CH:13]=[CH:12][C:11]=1[C:14]1[C:15]([C:29]([O:31][CH2:32][CH3:33])=[O:30])=[N:16][N:17]([C:23]2[CH:28]=[CH:27][CH:26]=[CH:25][CH:24]=2)[C:18]=1[CH2:19][CH2:20][CH2:21][CH3:22])=[O:35])=[N+:98]=[N-:99], predict the reactants needed to synthesize it. The reactants are: [C:1]([O:5][C:6]([C:8]1[CH:13]=[CH:12][C:11]([C:14]2[C:15]([C:29]([O:31][CH2:32][CH3:33])=[O:30])=[N:16][N:17]([C:23]3[CH:28]=[CH:27][CH:26]=[CH:25][CH:24]=3)[C:18]=2[CH2:19][CH2:20][CH2:21][CH3:22])=[C:10]([C:34]([N:36]2[C@H:45]([CH2:46]O)[CH2:44][C:43]3[C:38](=[CH:39][CH:40]=[CH:41][CH:42]=3)[CH2:37]2)=[O:35])[CH:9]=1)=[O:7])([CH3:4])([CH3:3])[CH3:2].C1(P(C2C=CC=CC=2)C2C=CC=CC=2)C=CC=CC=1.CC(OC(/N=N/C(OC(C)C)=O)=O)C.P([N:97]=[N+:98]=[N-:99])(=O)(OC1C=CC=CC=1)OC1C=CC=CC=1. (7) Given the product [CH2:27]([O:26][C:24]([N:19]1[CH2:20][CH2:21][N:16]([C:8]2[C:9]3[CH:15]=[CH:14][CH:13]=[CH:12][C:10]=3[NH:11][C:5]3[CH:4]=[CH:3][C:2]([Cl:1])=[CH:22][C:6]=3[N:7]=2)[CH2:17][CH2:18]1)=[O:25])[CH2:28][CH2:29][CH2:30][CH2:31][CH2:32][CH2:33][CH2:34][CH2:35][CH2:36][CH2:37][CH2:38][CH2:39][CH2:40][CH2:41][CH3:42], predict the reactants needed to synthesize it. The reactants are: [Cl:1][C:2]1[CH:3]=[CH:4][C:5]2[NH:11][C:10]3[CH:12]=[CH:13][CH:14]=[CH:15][C:9]=3[C:8]([N:16]3[CH2:21][CH2:20][NH:19][CH2:18][CH2:17]3)=[N:7][C:6]=2[CH:22]=1.Cl[C:24]([O:26][CH2:27][CH2:28][CH2:29][CH2:30][CH2:31][CH2:32][CH2:33][CH2:34][CH2:35][CH2:36][CH2:37][CH2:38][CH2:39][CH2:40][CH2:41][CH3:42])=[O:25]. (8) Given the product [Cl:1][C:2]1[CH:7]=[CH:6][C:5]([C@@H:8]([NH:10][C:36]([C:21]2[C:22]([OH:35])=[C:23]([C:26]([NH:28][CH2:29][C:30]([OH:32])=[O:31])=[O:27])[C:24](=[O:25])[N:19]([CH2:18][C:13]3[CH:14]=[CH:15][CH:16]=[CH:17][C:12]=3[Cl:11])[C:20]=2[OH:40])=[O:37])[CH3:9])=[CH:4][CH:3]=1, predict the reactants needed to synthesize it. The reactants are: [Cl:1][C:2]1[CH:7]=[CH:6][C:5]([C@@H:8]([NH2:10])[CH3:9])=[CH:4][CH:3]=1.[Cl:11][C:12]1[CH:17]=[CH:16][CH:15]=[CH:14][C:13]=1[CH2:18][N:19]1[C:24](=[O:25])[C:23]([C:26]([NH:28][CH2:29][C:30]([O:32]CC)=[O:31])=[O:27])=[C:22]([OH:35])[C:21]([C:36](OC)=[O:37])=[C:20]1[OH:40].